This data is from Peptide-MHC class I binding affinity with 185,985 pairs from IEDB/IMGT. The task is: Regression. Given a peptide amino acid sequence and an MHC pseudo amino acid sequence, predict their binding affinity value. This is MHC class I binding data. (1) The peptide sequence is YERGNIIIF. The MHC is HLA-B58:01 with pseudo-sequence HLA-B58:01. The binding affinity (normalized) is 0.0847. (2) The peptide sequence is SPVSRSHSF. The MHC is HLA-A29:02 with pseudo-sequence HLA-A29:02. The binding affinity (normalized) is 0.0847.